From a dataset of Full USPTO retrosynthesis dataset with 1.9M reactions from patents (1976-2016). Predict the reactants needed to synthesize the given product. (1) Given the product [OH:12][CH2:11][CH:8]1[CH2:9][CH2:10][C:5](=[O:1])[CH2:6][CH2:7]1, predict the reactants needed to synthesize it. The reactants are: [O:1]1[C:5]2([CH2:10][CH2:9][CH:8]([CH2:11][OH:12])[CH2:7][CH2:6]2)OCC1.Cl. (2) Given the product [CH:1]([C:4]1[CH:10]=[CH:9][C:8]([CH3:11])=[CH:7][C:5]=1[N:6]=[C:12]=[S:13])([CH3:3])[CH3:2], predict the reactants needed to synthesize it. The reactants are: [CH:1]([C:4]1[CH:10]=[CH:9][C:8]([CH3:11])=[CH:7][C:5]=1[NH2:6])([CH3:3])[CH3:2].[C:12](=S)=[S:13].C(N(CC)CC)C.C(N=C=NC(C)C)(C)C. (3) Given the product [CH3:10][O:11][C:12]1[CH:17]=[CH:16][C:15]([O:1][CH2:2][C:3]([CH3:9])([CH3:8])[C:4]([O:6][CH3:7])=[O:5])=[CH:14][CH:13]=1, predict the reactants needed to synthesize it. The reactants are: [OH:1][CH2:2][C:3]([CH3:9])([CH3:8])[C:4]([O:6][CH3:7])=[O:5].[CH3:10][O:11][C:12]1[CH:17]=[CH:16][C:15](O)=[CH:14][CH:13]=1.C1(P(C2C=CC=CC=2)C2C=CC=CC=2)C=CC=CC=1.CCOC(/N=N/C(OCC)=O)=O. (4) Given the product [C:37]1([C:46]2[CH:47]=[CH:48][CH:49]=[CH:50][CH:51]=2)[CH:38]=[CH:39][C:40]([NH:43][C:44]([NH:1][C:2]2[CH:36]=[CH:35][CH:34]=[C:4]([CH2:5][O:6][CH2:7][CH2:8][O:9][CH2:10][CH2:11][CH2:12][CH2:13][CH2:14][CH2:15][N:16]3[CH2:20][C@@H:19]([C:21]4[CH:32]=[CH:31][C:24]5[O:25][C:26]([CH3:30])([CH3:29])[O:27][CH2:28][C:23]=5[CH:22]=4)[O:18][C:17]3=[O:33])[CH:3]=2)=[O:45])=[CH:41][CH:42]=1, predict the reactants needed to synthesize it. The reactants are: [NH2:1][C:2]1[CH:3]=[C:4]([CH:34]=[CH:35][CH:36]=1)[CH2:5][O:6][CH2:7][CH2:8][O:9][CH2:10][CH2:11][CH2:12][CH2:13][CH2:14][CH2:15][N:16]1[CH2:20][C@@H:19]([C:21]2[CH:32]=[CH:31][C:24]3[O:25][C:26]([CH3:30])([CH3:29])[O:27][CH2:28][C:23]=3[CH:22]=2)[O:18][C:17]1=[O:33].[C:37]1([C:46]2[CH:51]=[CH:50][CH:49]=[CH:48][CH:47]=2)[CH:42]=[CH:41][C:40]([N:43]=[C:44]=[O:45])=[CH:39][CH:38]=1.C(O)(C)C. (5) The reactants are: CS(C)=O.C(Cl)(=O)C(Cl)=O.[CH:11]1([C:17]2[C:18]3[CH:19]=[CH:20][C:21]([C:37]([O:39][CH3:40])=[O:38])=[CH:22][C:23]=3[N:24]3[CH2:30][CH:29]([CH2:31][OH:32])[CH2:28][C:27]4[CH:33]=[CH:34][CH:35]=[CH:36][C:26]=4[C:25]=23)[CH2:16][CH2:15][CH2:14][CH2:13][CH2:12]1.CCN(CC)CC. Given the product [CH:11]1([C:17]2[C:18]3[CH:19]=[CH:20][C:21]([C:37]([O:39][CH3:40])=[O:38])=[CH:22][C:23]=3[N:24]3[CH2:30][CH:29]([CH:31]=[O:32])[CH2:28][C:27]4[CH:33]=[CH:34][CH:35]=[CH:36][C:26]=4[C:25]=23)[CH2:12][CH2:13][CH2:14][CH2:15][CH2:16]1, predict the reactants needed to synthesize it. (6) Given the product [Br:1][C:2]1[CH:7]=[CH:6][C:5]([C:16]2[CH:15]=[CH:14][CH:13]=[C:12]([F:11])[CH:17]=2)=[CH:4][C:3]=1[O:9][CH3:10], predict the reactants needed to synthesize it. The reactants are: [Br:1][C:2]1[CH:7]=[CH:6][C:5](I)=[CH:4][C:3]=1[O:9][CH3:10].[F:11][C:12]1[CH:13]=[C:14](B(O)O)[CH:15]=[CH:16][CH:17]=1.P([O-])([O-])([O-])=O.[K+].[K+].[K+].O. (7) Given the product [CH3:1][CH2:2][C:3]([CH2:4][O:5][C:16]([C:17]([CH3:19])=[CH2:18])=[O:20])([CH2:6][O:7][CH2:8][CH:9]=[CH2:10])[CH2:11][O:12][CH2:13][CH:14]=[CH2:15], predict the reactants needed to synthesize it. The reactants are: [CH3:1][CH2:2][C:3]([CH2:11][O:12][CH2:13][CH:14]=[CH2:15])([CH2:6][O:7][CH2:8][CH:9]=[CH2:10])[CH2:4][OH:5].[C:16](O)(=[O:20])[C:17]([CH3:19])=[CH2:18].CS(O)(=O)=O.